Dataset: Reaction yield outcomes from USPTO patents with 853,638 reactions. Task: Predict the reaction yield, written as a fraction of the theoretical maximum amount of product (1.0 means a 100% yield; for example, 0.34 means a 34% yield). (1) The reactants are CN(C(ON1N=NC2C=CC=NC1=2)=[N+](C)C)C.F[P-](F)(F)(F)(F)F.[NH2:25][C:26]1[C:27]([C:36]([OH:38])=O)=[CH:28][C:29]2[C:34]([CH:35]=1)=[CH:33][CH:32]=[CH:31][CH:30]=2.Cl.[NH2:40][C@@H:41]([CH:47]([CH3:49])[CH3:48])[CH2:42][C:43]([O:45][CH3:46])=[O:44].C(N(CC)C(C)C)(C)C.C([O-])(O)=O.[Na+]. The catalyst is CN(C=O)C.C(OCC)(=O)C. The product is [NH2:25][C:26]1[C:27]([C:36]([NH:40][C@@H:41]([CH:47]([CH3:49])[CH3:48])[CH2:42][C:43]([O:45][CH3:46])=[O:44])=[O:38])=[CH:28][C:29]2[C:34]([CH:35]=1)=[CH:33][CH:32]=[CH:31][CH:30]=2. The yield is 0.250. (2) The reactants are [F:1][C:2]1[C:3]([F:13])=[C:4]([F:12])[C:5]2[S:9][C:8]([NH2:10])=[N:7][C:6]=2[CH:11]=1.[F:14][C:15]1[CH:16]=[C:17]([CH:21]=[C:22]([F:24])[CH:23]=1)[C:18](Cl)=[O:19].Br[CH:26]([CH2:31][CH3:32])[C:27]([O:29]C)=[O:28].COC1C=CC2N=C(N)SC=2C=1.ClC1C=C(C=CC=1)C(Cl)=O.BrCC(OCC)=O. No catalyst specified. The product is [F:14][C:15]1[CH:16]=[C:17]([CH:21]=[C:22]([F:24])[CH:23]=1)[C:18]([N:10]=[C:8]1[N:7]([CH:26]([CH2:31][CH3:32])[C:27]([OH:29])=[O:28])[C:6]2[CH:11]=[C:2]([F:1])[C:3]([F:13])=[C:4]([F:12])[C:5]=2[S:9]1)=[O:19]. The yield is 0.250. (3) The reactants are [Cl:1][C:2]1[CH:3]=[C:4]2[C:12](=[C:13]([N+:20]([O-])=O)[C:14]=1[O:15][CH2:16][CH:17]1[CH2:19][CH2:18]1)[NH:11][C:10]1[CH:9]=[N:8][CH:7]=[CH:6][C:5]2=1.[H][H].C([O-])(O)=O.[Na+]. The catalyst is CO.[Pd]. The product is [Cl:1][C:2]1[CH:3]=[C:4]2[C:12](=[C:13]([NH2:20])[C:14]=1[O:15][CH2:16][CH:17]1[CH2:19][CH2:18]1)[NH:11][C:10]1[CH:9]=[N:8][CH:7]=[CH:6][C:5]2=1. The yield is 0.800.